This data is from Peptide-MHC class II binding affinity with 134,281 pairs from IEDB. The task is: Regression. Given a peptide amino acid sequence and an MHC pseudo amino acid sequence, predict their binding affinity value. This is MHC class II binding data. (1) The peptide sequence is EVFFQRLGIASGRARY. The MHC is HLA-DPA10201-DPB11401 with pseudo-sequence HLA-DPA10201-DPB11401. The binding affinity (normalized) is 0.576. (2) The peptide sequence is YDKFCANVSTVLTGK. The MHC is DRB1_1302 with pseudo-sequence DRB1_1302. The binding affinity (normalized) is 0.843. (3) The peptide sequence is SFDSKLHLISLLSLL. The MHC is H-2-IAb with pseudo-sequence H-2-IAb. The binding affinity (normalized) is 0.0376. (4) The MHC is DRB4_0101 with pseudo-sequence DRB4_0103. The peptide sequence is APEVKYTVFETALKK. The binding affinity (normalized) is 0.785. (5) The peptide sequence is APEKKYTVFETALKK. The MHC is HLA-DQA10501-DQB10301 with pseudo-sequence HLA-DQA10501-DQB10301. The binding affinity (normalized) is 0.151. (6) The peptide sequence is FIRINNLKVKMAQED. The MHC is DRB1_0802 with pseudo-sequence DRB1_0802. The binding affinity (normalized) is 0.789.